This data is from Forward reaction prediction with 1.9M reactions from USPTO patents (1976-2016). The task is: Predict the product of the given reaction. (1) Given the reactants [C:1]1([S:7]([O:10][C:11]2[CH:16]=[CH:15][C:14]([CH3:17])=[CH:13][C:12]=2[CH:18]([C:22]2[CH:27]=[CH:26][CH:25]=[CH:24][CH:23]=2)[CH2:19][CH2:20]I)(=[O:9])=[O:8])[CH:6]=[CH:5][CH:4]=[CH:3][CH:2]=1.[CH:28]([NH:31][CH:32]([CH3:34])[CH3:33])([CH3:30])[CH3:29], predict the reaction product. The product is: [CH:28]([N:31]([CH2:20][CH2:19][CH:18]([C:12]1[CH:13]=[C:14]([CH3:17])[CH:15]=[CH:16][C:11]=1[O:10][S:7]([C:1]1[CH:6]=[CH:5][CH:4]=[CH:3][CH:2]=1)(=[O:9])=[O:8])[C:22]1[CH:27]=[CH:26][CH:25]=[CH:24][CH:23]=1)[CH:32]([CH3:34])[CH3:33])([CH3:30])[CH3:29]. (2) Given the reactants C[N+]1([O-])CCOCC1.C([N+](CCC)(CCC)CCC)CC.[CH3:22][C:23]1([CH3:30])[CH:28]2[CH:24]1[CH2:25][CH2:26][CH:27]2[OH:29], predict the reaction product. The product is: [CH3:22][C:23]1([CH3:30])[CH:28]2[CH:24]1[CH2:25][CH2:26][C:27]2=[O:29]. (3) Given the reactants FC(F)(F)C(O)=O.[CH:8]1([CH2:11][CH2:12][O:13][C:14]2[NH:15][C:16]([NH2:25])=[C:17]3[C:21]([N:22]=2)=[N:20][C:19]([O:23][CH3:24])=[N:18]3)[CH2:10][CH2:9]1.Br[CH2:27][CH2:28][CH2:29][CH2:30][CH:31]1[CH2:36][CH2:35][O:34][CH2:33][CH2:32]1, predict the reaction product. The product is: [CH:8]1([CH2:11][CH2:12][O:13][C:14]2[N:22]=[C:21]3[C:17]([N:18]=[C:19]([O:23][CH3:24])[N:20]3[CH2:27][CH2:28][CH2:29][CH2:30][CH:31]3[CH2:36][CH2:35][O:34][CH2:33][CH2:32]3)=[C:16]([NH2:25])[N:15]=2)[CH2:10][CH2:9]1.